This data is from Full USPTO retrosynthesis dataset with 1.9M reactions from patents (1976-2016). The task is: Predict the reactants needed to synthesize the given product. (1) Given the product [F:26][C:23]([F:24])([F:25])[C:22]([C:19]1[CH:20]=[CH:21][C:16]([CH2:15][N:12]2[CH2:11][CH2:10][CH:9]([S:8][C:5]3[CH:6]=[CH:7][C:2]([NH:1][C:32]([NH:51][C@H:48]4[CH2:49][CH2:50][O:46][CH2:47]4)=[O:33])=[CH:3][CH:4]=3)[CH2:14][CH2:13]2)=[CH:17][CH:18]=1)([OH:31])[C:27]([F:30])([F:29])[F:28], predict the reactants needed to synthesize it. The reactants are: [NH2:1][C:2]1[CH:7]=[CH:6][C:5]([S:8][CH:9]2[CH2:14][CH2:13][N:12]([CH2:15][C:16]3[CH:21]=[CH:20][C:19]([C:22]([OH:31])([C:27]([F:30])([F:29])[F:28])[C:23]([F:26])([F:25])[F:24])=[CH:18][CH:17]=3)[CH2:11][CH2:10]2)=[CH:4][CH:3]=1.[C:32](Cl)(=O)[O:33]C1C=CC([N+]([O-])=O)=CC=1.Cl.[O:46]1[CH2:50][CH2:49][C@H:48]([NH2:51])[CH2:47]1.C(N(C(C)C)C(C)C)C. (2) Given the product [C:27]([C:9]1[C:8]2[N:7]=[CH:6][N:5]([CH2:4][C:3]([OH:29])=[O:2])[C:13]=2[CH:12]=[C:11]([C:14]2[CH:19]=[CH:18][C:17]([O:20][CH2:21][CH3:22])=[C:16]([C:23]([F:26])([F:25])[F:24])[CH:15]=2)[N:10]=1)#[N:28], predict the reactants needed to synthesize it. The reactants are: C[O:2][C:3](=[O:29])[CH2:4][N:5]1[C:13]2[CH:12]=[C:11]([C:14]3[CH:19]=[CH:18][C:17]([O:20][CH2:21][CH3:22])=[C:16]([C:23]([F:26])([F:25])[F:24])[CH:15]=3)[N:10]=[C:9]([C:27]#[N:28])[C:8]=2[N:7]=[CH:6]1.CN(C)C=O.[OH-].[Li+].Cl. (3) Given the product [C:24]([O:16][C:8]1[CH:7]=[C:6]2[C:11]([C@H:3]([CH2:2][Cl:1])[CH2:4][N:5]2[C:17]([O:19][C:20]([CH3:23])([CH3:22])[CH3:21])=[O:18])=[C:10]2[S:12][C:13]([CH3:15])=[CH:14][C:9]=12)(=[O:26])[CH3:25], predict the reactants needed to synthesize it. The reactants are: [Cl:1][CH2:2][C@H:3]1[C:11]2[C:6](=[CH:7][C:8]([OH:16])=[C:9]3[CH:14]=[C:13]([CH3:15])[S:12][C:10]3=2)[N:5]([C:17]([O:19][C:20]([CH3:23])([CH3:22])[CH3:21])=[O:18])[CH2:4]1.[C:24](Cl)(=[O:26])[CH3:25]. (4) The reactants are: Cl.[OH:2][C:3]1[CH:4]=[C:5]([CH:9]=[CH:10][C:11]=1[OH:12])[CH2:6][CH2:7][NH2:8].C(=O)(O)[O-].[Na+].[CH3:18][C:19]([O:22][C:23](O[C:23]([O:22][C:19]([CH3:21])([CH3:20])[CH3:18])=[O:24])=[O:24])([CH3:21])[CH3:20]. Given the product [C:19]([O:22][C:23]([NH:8][CH2:7][CH2:6][C:5]1[CH:9]=[CH:10][C:11]([OH:12])=[C:3]([OH:2])[CH:4]=1)=[O:24])([CH3:21])([CH3:20])[CH3:18], predict the reactants needed to synthesize it. (5) Given the product [CH:18]([NH:21][C:2]1[N:7]=[C:6]([N:8]2[C:12]3[CH:13]=[C:14]([NH2:17])[CH:15]=[CH:16][C:11]=3[N:10]=[CH:9]2)[CH:5]=[N:4][CH:3]=1)([CH3:20])[CH3:19], predict the reactants needed to synthesize it. The reactants are: Cl[C:2]1[N:7]=[C:6]([N:8]2[C:12]3[CH:13]=[C:14]([NH2:17])[CH:15]=[CH:16][C:11]=3[N:10]=[CH:9]2)[CH:5]=[N:4][CH:3]=1.[CH:18]([NH2:21])([CH3:20])[CH3:19].CCN(C(C)C)C(C)C. (6) Given the product [Cl:26][C:10]1[C:9]([NH:8][C:5](=[O:6])[CH2:4][O:3][CH2:1][CH3:2])=[C:14]([NH:15][CH2:16][C:17]2([OH:23])[CH2:22][CH2:21][O:20][CH2:19][CH2:18]2)[C:13]([CH3:24])=[C:12]([CH3:25])[N:11]=1, predict the reactants needed to synthesize it. The reactants are: [CH2:1]([O:3][CH2:4][C:5](Cl)=[O:6])[CH3:2].[NH2:8][C:9]1[C:10]([Cl:26])=[N:11][C:12]([CH3:25])=[C:13]([CH3:24])[C:14]=1[NH:15][CH2:16][C:17]1([OH:23])[CH2:22][CH2:21][O:20][CH2:19][CH2:18]1. (7) Given the product [CH3:75][C:41]1([CH3:40])[O:45][C@@H:44]([C@@H:46]([NH:47][S:49]([C:52]2[CH:57]=[CH:56][CH:55]=[CH:54][C:53]=2[N+:58]([O-:60])=[O:59])(=[O:50])=[O:51])[CH2:48][NH:39][C@@H:10]2[CH2:11][C@H:12]([O:31][CH2:32][C:33]3[CH:34]=[CH:35][CH:36]=[CH:37][CH:38]=3)[C@@H:13]([O:23][CH2:24][C:25]3[CH:26]=[CH:27][CH:28]=[CH:29][CH:30]=3)[C@H:14]([O:15][CH2:16][C:17]3[CH:22]=[CH:21][CH:20]=[CH:19][CH:18]=3)[C@H:9]2[O:8][CH2:1][C:2]2[CH:7]=[CH:6][CH:5]=[CH:4][CH:3]=2)[C@@H:43]([CH2:61][CH2:62][CH2:63][CH2:64][CH2:65][CH2:66][CH2:67][CH2:68][CH2:69][CH2:70][CH2:71][CH2:72][CH2:73][CH3:74])[O:42]1, predict the reactants needed to synthesize it. The reactants are: [CH2:1]([O:8][C@@H:9]1[C@@H:14]([O:15][CH2:16][C:17]2[CH:22]=[CH:21][CH:20]=[CH:19][CH:18]=2)[C@H:13]([O:23][CH2:24][C:25]2[CH:30]=[CH:29][CH:28]=[CH:27][CH:26]=2)[C@@H:12]([O:31][CH2:32][C:33]2[CH:38]=[CH:37][CH:36]=[CH:35][CH:34]=2)[CH2:11][C@H:10]1[NH2:39])[C:2]1[CH:7]=[CH:6][CH:5]=[CH:4][CH:3]=1.[CH3:40][C:41]1([CH3:75])[O:45][C@@H:44]([CH:46]2[CH2:48][N@@:47]2[S:49]([C:52]2[CH:57]=[CH:56][CH:55]=[CH:54][C:53]=2[N+:58]([O-:60])=[O:59])(=[O:51])=[O:50])[C@@H:43]([CH2:61][CH2:62][CH2:63][CH2:64][CH2:65][CH2:66][CH2:67][CH2:68][CH2:69][CH2:70][CH2:71][CH2:72][CH2:73][CH3:74])[O:42]1. (8) Given the product [CH:13]([O:16][C:17]1[CH:18]=[CH:19][C:20]([N:23]2[C:28](=[O:29])[C:27]([CH2:30][C:31]3[CH:36]=[CH:35][C:34]([C:37]4[CH:42]=[CH:41][CH:40]=[CH:39][C:38]=4[C:43]4[NH:3][C:4](=[O:7])[O:5][N:44]=4)=[CH:33][CH:32]=3)=[C:26]([CH2:45][CH2:46][CH3:47])[N:25]=[C:24]2[CH3:48])=[CH:21][CH:22]=1)([CH3:15])[CH3:14], predict the reactants needed to synthesize it. The reactants are: [Cl-].O[NH3+:3].[C:4](=[O:7])([O-])[OH:5].[Na+].CS(C)=O.[CH:13]([O:16][C:17]1[CH:22]=[CH:21][C:20]([N:23]2[C:28](=[O:29])[C:27]([CH2:30][C:31]3[CH:36]=[CH:35][C:34]([C:37]4[C:38]([C:43]#[N:44])=[CH:39][CH:40]=[CH:41][CH:42]=4)=[CH:33][CH:32]=3)=[C:26]([CH2:45][CH2:46][CH3:47])[N:25]=[C:24]2[CH3:48])=[CH:19][CH:18]=1)([CH3:15])[CH3:14].